This data is from TCR-epitope binding with 47,182 pairs between 192 epitopes and 23,139 TCRs. The task is: Binary Classification. Given a T-cell receptor sequence (or CDR3 region) and an epitope sequence, predict whether binding occurs between them. (1) The epitope is TTLPVNVAF. The TCR CDR3 sequence is CASSYRRPSSYNEQFF. Result: 0 (the TCR does not bind to the epitope). (2) Result: 0 (the TCR does not bind to the epitope). The TCR CDR3 sequence is CASSLGDHLYEQYF. The epitope is TPGPGVRYPL. (3) The epitope is KTSVDCTMYI. The TCR CDR3 sequence is CASSPFGQYHTEAFF. Result: 0 (the TCR does not bind to the epitope). (4) The epitope is FTISVTTEIL. The TCR CDR3 sequence is CASSLFGSTDTQYF. Result: 1 (the TCR binds to the epitope). (5) The epitope is RLDKVEAEV. The TCR CDR3 sequence is CAISSPSGSLYNEQFF. Result: 0 (the TCR does not bind to the epitope). (6) The epitope is PROT_97E67BCC. The TCR CDR3 sequence is CASSPMDQGLSLSTDTQYF. Result: 0 (the TCR does not bind to the epitope).